From a dataset of Full USPTO retrosynthesis dataset with 1.9M reactions from patents (1976-2016). Predict the reactants needed to synthesize the given product. (1) Given the product [N:5]1[C:6]2[C:11](=[CH:10][CH:9]=[CH:8][CH:7]=2)[CH:2]=[N:3][CH:4]=1, predict the reactants needed to synthesize it. The reactants are: Cl[C:2]1[C:11]2[C:6](=[CH:7][C:8](OCCCN3CCCCC3)=[C:9](OC)[CH:10]=2)[N:5]=[CH:4][N:3]=1.C(=O)([O-])[O-].[K+].[K+].CC1C2C(=CC=C(O)C=2)NC=1. (2) Given the product [CH:1]1([NH:4][C:5]2[CH:15]=[CH:14][C:8]([C:9]([OH:11])=[O:10])=[CH:7][N:6]=2)[CH2:3][CH2:2]1, predict the reactants needed to synthesize it. The reactants are: [CH:1]1([NH:4][C:5]2[CH:15]=[CH:14][C:8]([C:9]([O:11]CC)=[O:10])=[CH:7][N:6]=2)[CH2:3][CH2:2]1.[OH-].[Na+]. (3) Given the product [NH2:22][C:4]1[CH:5]=[CH:6][C:7]([S:8]([NH:9][C:10]2[CH:11]=[CH:12][C:13]3[CH2:17][O:16][B:15]([OH:18])[C:14]=3[CH:19]=2)(=[O:21])=[O:20])=[C:2]([C:29]#[C:30][CH3:31])[CH:3]=1.[NH2:22][C:4]1[CH:5]=[CH:6][C:7]([S:8]([NH:9][C:10]2[CH:11]=[CH:12][C:13]3[CH2:17][O:16][B:15]([OH:18])[C:14]=3[CH:19]=2)(=[O:20])=[O:21])=[C:2]([CH2:41][CH2:42][CH2:43][CH3:44])[CH:3]=1, predict the reactants needed to synthesize it. The reactants are: Br[C:2]1[CH:3]=[C:4]([NH:22]C(=O)C(F)(F)F)[CH:5]=[CH:6][C:7]=1[S:8](=[O:21])(=[O:20])[NH:9][C:10]1[CH:11]=[CH:12][C:13]2[CH2:17][O:16][B:15]([OH:18])[C:14]=2[CH:19]=1.[CH2:29]([Sn]([CH2:41][CH2:42][CH2:43][CH3:44])(CCCC)C#CC)[CH2:30][CH2:31]C.CN(CCO)C. (4) Given the product [Cl:13][CH2:14][C:15]1[NH:10][C:3]2[CH:4]=[CH:5][CH:6]=[C:7]([O:8][CH3:9])[C:2]=2[N:1]=1, predict the reactants needed to synthesize it. The reactants are: [NH2:1][C:2]1[C:7]([O:8][CH3:9])=[CH:6][CH:5]=[CH:4][C:3]=1[N+:10]([O-])=O.[Cl:13][CH2:14][C:15](O)=O.Cl. (5) Given the product [ClH:1].[ClH:1].[N:46]1([CH2:44][CH:43]([C:37]2([OH:36])[CH2:42][CH2:41][CH2:40][CH2:39][CH2:38]2)[C:59]2[CH:64]=[CH:63][C:62]([O:65][CH2:66][C:67]3[CH:72]=[CH:71][CH:70]=[CH:69][C:68]=3[C:73]([F:76])([F:75])[F:74])=[CH:61][CH:60]=2)[CH2:51][CH2:50][NH:49][CH2:48][CH2:47]1, predict the reactants needed to synthesize it. The reactants are: [ClH:1].Cl.N1(C2CCCCC2(CCC2C=CC(OCC3C=CC=CC=3C(F)(F)F)=CC=2)O)CCNCC1.[OH:36][C:37]1([CH:43]([C:59]2[CH:64]=[CH:63][C:62]([O:65][CH2:66][C:67]3[CH:72]=[CH:71][CH:70]=[CH:69][C:68]=3[C:73]([F:76])([F:75])[F:74])=[CH:61][CH:60]=2)[C:44]([N:46]2[CH2:51][CH2:50][N:49](C(OC(C)(C)C)=O)[CH2:48][CH2:47]2)=O)[CH2:42][CH2:41][CH2:40][CH2:39][CH2:38]1. (6) Given the product [Br:3][C:4]1[CH:5]=[C:6]([CH:7]=[CH:8][CH:9]=1)[O:10][C:12]1[CH:19]=[CH:18][C:15]([C:23]([OH:24])=[O:1])=[CH:14][CH:13]=1, predict the reactants needed to synthesize it. The reactants are: [OH-:1].[K+].[Br:3][C:4]1[CH:5]=[C:6]([OH:10])[CH:7]=[CH:8][CH:9]=1.F[C:12]1[CH:19]=[CH:18][C:15](C#N)=[CH:14][CH:13]=1.CN([CH:23]=[O:24])C. (7) Given the product [Br:1][C:2]1[CH:3]=[CH:4][C:5]([Cl:11])=[C:6]([CH:10]=1)[C:7]([Cl:15])=[O:8], predict the reactants needed to synthesize it. The reactants are: [Br:1][C:2]1[CH:3]=[CH:4][C:5]([Cl:11])=[C:6]([CH:10]=1)[C:7](O)=[O:8].C(Cl)(=O)C([Cl:15])=O.